From a dataset of Full USPTO retrosynthesis dataset with 1.9M reactions from patents (1976-2016). Predict the reactants needed to synthesize the given product. (1) Given the product [OH:17][CH2:15][C:14]([CH3:18])([CH3:19])[CH2:13][CH2:12][CH2:11][CH2:10][CH2:9][C:6]1[CH:7]=[CH:8][C:3]([O:2][C:34](=[O:41])[C:35]2[CH:40]=[CH:39][CH:38]=[CH:37][CH:36]=2)=[C:4]([N:20]2[CH2:24][C:23](=[O:25])[NH:22][S:21]2(=[O:26])=[O:27])[CH:5]=1, predict the reactants needed to synthesize it. The reactants are: [K].[OH:2][C:3]1[CH:8]=[CH:7][C:6]([CH2:9][CH2:10][CH2:11][CH2:12][CH2:13][C:14]([CH3:19])([CH3:18])[C:15]([OH:17])=O)=[CH:5][C:4]=1[N:20]1[CH2:24][C:23](=[O:25])[NH:22][S:21]1(=[O:27])=[O:26].CC([O-])(C)C.[K+].[C:34](Cl)(=[O:41])[C:35]1[CH:40]=[CH:39][CH:38]=[CH:37][CH:36]=1. (2) Given the product [N+:1]([C:4]1[CH:12]=[CH:11][CH:10]=[C:9]2[C:5]=1[CH2:6][CH2:7][N:8]2[C:13]1[N:14]=[CH:15][CH:16]=[CH:17][N:18]=1)([O-:3])=[O:2], predict the reactants needed to synthesize it. The reactants are: [N+:1]([C:4]1[CH:12]=[CH:11][CH:10]=[C:9]2[C:5]=1[CH:6]=[CH:7][N:8]2[C:13]1[N:18]=[CH:17][CH:16]=[CH:15][N:14]=1)([O-:3])=[O:2].C([BH3-])#N.[Na+].C(OCC)(=O)C.C(=O)([O-])O.[Na+]. (3) The reactants are: [CH3:1][C:2]1[CH:7]=[CH:6][C:5]([O:8][CH3:9])=[CH:4][CH:3]=1.Cl([O-])(=O)(=O)=O.[Li+].Cl[C:17](=[O:30])[CH2:18][CH2:19][CH2:20][CH2:21][CH2:22][CH2:23][CH2:24][CH2:25][C:26]([O:28][CH3:29])=[O:27].O. Given the product [CH3:9][O:8][C:5]1[CH:6]=[CH:7][C:2]([CH3:1])=[CH:3][C:4]=1[C:17](=[O:30])[CH2:18][CH2:19][CH2:20][CH2:21][CH2:22][CH2:23][CH2:24][CH2:25][C:26]([O:28][CH3:29])=[O:27], predict the reactants needed to synthesize it. (4) Given the product [CH3:1][C:2]([CH3:37])([CH3:36])[C@H:3]([NH:8][C:9]([N:11]1[C:19]2[CH2:18][CH2:17][N:16]([CH3:20])[CH2:15][C:14]=2[C:13]([C:27]2[CH:32]=[C:31]([F:33])[C:30]([F:34])=[CH:29][C:28]=2[F:35])=[N:12]1)=[O:10])[C:4]([NH:6][CH3:7])=[O:5], predict the reactants needed to synthesize it. The reactants are: [CH3:1][C:2]([CH3:37])([CH3:36])[C@H:3]([NH:8][C:9]([N:11]1[C:19]2[CH2:18][CH2:17][N:16]([C:20](OC(C)(C)C)=O)[CH2:15][C:14]=2[C:13]([C:27]2[CH:32]=[C:31]([F:33])[C:30]([F:34])=[CH:29][C:28]=2[F:35])=[N:12]1)=[O:10])[C:4]([NH:6][CH3:7])=[O:5]. (5) Given the product [CH3:12][NH:15][C:2]1[CH:3]=[CH:4][C:5]([N+:9]([O-:11])=[O:10])=[C:6]([CH3:8])[N:7]=1, predict the reactants needed to synthesize it. The reactants are: Cl[C:2]1[N:7]=[C:6]([CH3:8])[C:5]([N+:9]([O-:11])=[O:10])=[CH:4][CH:3]=1.[CH:12]1([NH:15]C)CC1. (6) Given the product [F:1][C:2]1[CH:10]=[C:9]2[C:5]([C:6]([C:20]3[CH:30]=[CH:29][C:23]4[N:24]=[C:25]([CH2:27][CH2:28][N:36]5[CH2:37][CH2:38][NH:33][CH:34]([C:39]([OH:41])=[O:40])[CH2:35]5)[O:26][C:22]=4[CH:21]=3)=[CH:7][NH:8]2)=[CH:4][CH:3]=1, predict the reactants needed to synthesize it. The reactants are: [F:1][C:2]1[CH:10]=[C:9]2[C:5]([C:6]([C:20]3[CH:30]=[CH:29][C:23]4[N:24]=[C:25]([CH:27]=[CH2:28])[O:26][C:22]=4[CH:21]=3)=[CH:7][N:8]2S(C2C=CC=CC=2)(=O)=O)=[CH:4][CH:3]=1.[OH-].[Na+].[NH:33]1[CH2:38][CH2:37][NH:36][CH2:35][CH:34]1[C:39]([OH:41])=[O:40].